From a dataset of Full USPTO retrosynthesis dataset with 1.9M reactions from patents (1976-2016). Predict the reactants needed to synthesize the given product. (1) Given the product [Cl:1][C:2]1[CH:23]=[CH:22][CH:21]=[C:20]([Cl:24])[C:3]=1[C:4]([NH:6][C@H:7]([C:16]([O:18][CH3:19])=[O:17])[CH2:8][C:9]1[CH:10]=[CH:11][C:12]([O:15][CH2:54][C:45]2[CH:46]=[CH:47][C:48]3[CH2:49][CH2:50][CH2:51][NH:52][C:53]=3[N:44]=2)=[CH:13][CH:14]=1)=[O:5], predict the reactants needed to synthesize it. The reactants are: [Cl:1][C:2]1[CH:23]=[CH:22][CH:21]=[C:20]([Cl:24])[C:3]=1[C:4]([NH:6][C@H:7]([C:16]([O:18][CH3:19])=[O:17])[CH2:8][C:9]1[CH:14]=[CH:13][C:12]([OH:15])=[CH:11][CH:10]=1)=[O:5].C1(P(C2C=CC=CC=2)C2C=CC=CC=2)C=CC=CC=1.[N:44]1[C:53]2[NH:52][CH2:51][CH2:50][CH2:49][C:48]=2[CH:47]=[CH:46][C:45]=1[CH2:54]O. (2) Given the product [CH2:21]([P:1]([OH:2])[OH:3])[CH2:20][CH2:19][CH2:18][CH2:17][CH2:16][CH2:15][CH2:14][CH2:13][CH2:12][CH2:11][CH2:10][CH2:9][CH2:8][CH2:7][CH2:6][CH2:5][CH3:4], predict the reactants needed to synthesize it. The reactants are: [PH2:1](=[O:3])[OH:2].[CH2:4]=[CH:5][CH2:6][CH2:7][CH2:8][CH2:9][CH2:10][CH2:11][CH2:12][CH2:13][CH2:14][CH2:15][CH2:16][CH2:17][CH2:18][CH2:19][CH2:20][CH3:21]. (3) The reactants are: Br[C:2]1[CH:7]=[CH:6][C:5]([S:8]([CH2:11][CH:12]([CH3:14])[CH3:13])(=[O:10])=[O:9])=[CH:4][CH:3]=1.[CH3:15][C@@H:16]1[CH2:20][CH2:19][CH2:18][N:17]1[CH2:21][CH2:22][C:23]1[CH:28]=[CH:27][C:26](B(O)O)=[CH:25][CH:24]=1. Given the product [CH3:15][C@@H:16]1[CH2:20][CH2:19][CH2:18][N:17]1[CH2:21][CH2:22][C:23]1[CH:28]=[CH:27][C:26]([C:2]2[CH:7]=[CH:6][C:5]([S:8]([CH2:11][CH:12]([CH3:14])[CH3:13])(=[O:10])=[O:9])=[CH:4][CH:3]=2)=[CH:25][CH:24]=1, predict the reactants needed to synthesize it. (4) Given the product [CH:8]([OH:10])=[O:9].[CH3:45][C@@H:46]1[CH2:51][N:50]([C:8]([C:5]2[CH:6]=[N:7][C:2]([CH3:1])=[CH:3][CH:4]=2)=[O:10])[CH2:49][CH2:48][N:47]1[S:52]([C:55]1[CH:56]=[CH:57][C:58]([C:61]([F:64])([F:62])[F:63])=[CH:59][CH:60]=1)(=[O:54])=[O:53], predict the reactants needed to synthesize it. The reactants are: [CH3:1][C:2]1[N:7]=[CH:6][C:5]([C:8]([OH:10])=[O:9])=[CH:4][CH:3]=1.CN(C(ON1N=NC2C=CC=NC1=2)=[N+](C)C)C.F[P-](F)(F)(F)(F)F.CCN(C(C)C)C(C)C.Cl.[CH3:45][C@@H:46]1[CH2:51][NH:50][CH2:49][CH2:48][N:47]1[S:52]([C:55]1[CH:60]=[CH:59][C:58]([C:61]([F:64])([F:63])[F:62])=[CH:57][CH:56]=1)(=[O:54])=[O:53]. (5) Given the product [ClH:67].[Br:25][C:26]1[CH:45]=[CH:44][C:29]([NH:30][C:31]2[C:40]3[C:35](=[CH:36][C:37]([O:13][CH2:14][CH2:15][CH2:16][N:17]4[CH2:21][CH2:20][CH2:19][C@H:18]4[C:22](=[O:23])[NH2:24])=[C:38]([O:41][CH3:42])[CH:39]=3)[N:34]=[CH:33][N:32]=2)=[C:28]([F:46])[CH:27]=1, predict the reactants needed to synthesize it. The reactants are: N(C(OCC)=O)=NC(OCC)=O.[OH:13][CH2:14][CH2:15][CH2:16][N:17]1[CH2:21][CH2:20][CH2:19][C@H:18]1[C:22]([NH2:24])=[O:23].[Br:25][C:26]1[CH:45]=[CH:44][C:29]([NH:30][C:31]2[C:40]3[C:35](=[CH:36][C:37](O)=[C:38]([O:41][CH3:42])[CH:39]=3)[N:34]=[CH:33][N:32]=2)=[C:28]([F:46])[CH:27]=1.C1(P(C2C=CC=CC=2)C2C=CC=CC=2)C=CC=CC=1.C(Cl)[Cl:67]. (6) Given the product [Cl:1][C:2]1[CH:3]=[CH:4][C:5]([N:8]2[CH2:14][CH:13]([CH2:16][C:17]([NH:30][CH2:28][CH3:29])=[O:19])[C:12]3=[N:20][N:21]=[C:22]([CH3:23])[N:11]3[C:10]3[CH:24]=[CH:25][CH:26]=[CH:27][C:9]2=3)=[CH:6][CH:7]=1, predict the reactants needed to synthesize it. The reactants are: [Cl:1][C:2]1[CH:7]=[CH:6][C:5]([N:8]2[C:14](=O)[CH:13]([CH2:16][C:17]([OH:19])=O)[C:12]3=[N:20][N:21]=[C:22]([CH3:23])[N:11]3[C:10]3[CH:24]=[CH:25][CH:26]=[CH:27][C:9]2=3)=[CH:4][CH:3]=1.[CH2:28]([NH2:30])[CH3:29].CN(C(ON1N=NC2C=CC=NC1=2)=[N+](C)C)C.F[P-](F)(F)(F)(F)F.CCN(C(C)C)C(C)C. (7) Given the product [CH:2]1([NH:5][C:6](=[O:13])[CH2:7][CH2:8][CH2:9][N:10]([CH2:11][CH3:12])[C:34]([C:19]2[CH:20]=[C:21]3[C:16](=[CH:17][CH:18]=2)[N:15]([CH3:14])[C:27]2[CH2:26][CH2:25][CH:24]([CH:28]4[CH2:33][CH2:32][O:31][CH2:30][CH2:29]4)[CH2:23][C:22]3=2)=[O:36])[CH2:3][CH2:4]1, predict the reactants needed to synthesize it. The reactants are: [Cl-].[CH:2]1([NH:5][C:6](=[O:13])[CH2:7][CH2:8][CH2:9][NH2+:10][CH2:11][CH3:12])[CH2:4][CH2:3]1.[CH3:14][N:15]1[C:27]2[CH2:26][CH2:25][CH:24]([CH:28]3[CH2:33][CH2:32][O:31][CH2:30][CH2:29]3)[CH2:23][C:22]=2[C:21]2[C:16]1=[CH:17][CH:18]=[C:19]([C:34]([OH:36])=O)[CH:20]=2.CCN(C(C)C)C(C)C.CN(C(ON1N=NC2C=CC=NC1=2)=[N+](C)C)C.F[P-](F)(F)(F)(F)F.